This data is from Full USPTO retrosynthesis dataset with 1.9M reactions from patents (1976-2016). The task is: Predict the reactants needed to synthesize the given product. (1) Given the product [C:1]([CH2:3][NH:4][C:5]([CH:7]1[CH2:12][CH2:11][CH2:10][CH2:9][N:8]1[C:13]1[CH:14]=[C:15]([C:19]2[CH:24]=[CH:23][C:22]([N:25]3[CH2:26][CH2:27][NH:28][CH2:29][CH2:30]3)=[CH:21][CH:20]=2)[CH:16]=[CH:17][CH:18]=1)=[O:6])#[N:2], predict the reactants needed to synthesize it. The reactants are: [C:1]([CH2:3][NH:4][C:5]([CH:7]1[CH2:12][CH2:11][CH2:10][CH2:9][N:8]1[C:13]1[CH:14]=[C:15]([C:19]2[CH:24]=[CH:23][C:22]([N:25]3[CH2:30][CH2:29][N:28](C(OC(C)(C)C)=O)[CH2:27][CH2:26]3)=[CH:21][CH:20]=2)[CH:16]=[CH:17][CH:18]=1)=[O:6])#[N:2].CS(O)(=O)=O. (2) Given the product [CH3:1][Si:2]([CH3:49])([CH3:48])[CH2:3][CH2:4][O:5][CH2:6][N:7]([CH2:40][O:41][CH2:42][CH2:43][Si:44]([CH3:47])([CH3:46])[CH3:45])[C:8]1[N:13]2[N:14]=[CH:15][C:16]([C:17]3[CH:18]=[N:19][C:20]([C:23]4[CH:28]=[CH:27][CH:26]=[CH:25][CH:24]=4)=[CH:21][CH:22]=3)=[C:12]2[N:11]=[C:10]([C:29]2[CH:38]=[CH:37][C:32]([C:33]([O:35][CH3:36])=[O:34])=[CH:31][CH:30]=2)[C:9]=1[C:50]([O:52][CH2:53][CH3:54])=[CH2:51], predict the reactants needed to synthesize it. The reactants are: [CH3:1][Si:2]([CH3:49])([CH3:48])[CH2:3][CH2:4][O:5][CH2:6][N:7]([CH2:40][O:41][CH2:42][CH2:43][Si:44]([CH3:47])([CH3:46])[CH3:45])[C:8]1[N:13]2[N:14]=[CH:15][C:16]([C:17]3[CH:18]=[N:19][C:20]([C:23]4[CH:28]=[CH:27][CH:26]=[CH:25][CH:24]=4)=[CH:21][CH:22]=3)=[C:12]2[N:11]=[C:10]([C:29]2[CH:38]=[CH:37][C:32]([C:33]([O:35][CH3:36])=[O:34])=[CH:31][CH:30]=2)[C:9]=1Br.[CH2:50]([O:52][C:53]([Sn](CCCC)(CCCC)CCCC)=[CH2:54])[CH3:51]. (3) Given the product [F:1][C:2]1[CH:3]=[C:4]([C:21]([O:23][CH3:24])=[O:22])[C:5]2[O:9][C:8]([C:10]3[CH:15]=[CH:14][C:13]([CH2:16][NH:17][CH3:18])=[CH:12][C:11]=3[F:36])=[CH:7][C:6]=2[CH:20]=1, predict the reactants needed to synthesize it. The reactants are: [F:1][C:2]1[CH:3]=[C:4]([C:21]([O:23][CH3:24])=[O:22])[C:5]2[O:9][C:8]([C:10]3[CH:15]=[CH:14][C:13]([CH2:16][N:17](C)[CH3:18])=[CH:12][CH:11]=3)=[CH:7][C:6]=2[CH:20]=1.CNCC1C=CC(C#C)=C([F:36])C=1.FC1C=C(C(OC)=O)C(O)=C(I)C=1. (4) Given the product [F:1][C:2]1[CH:3]=[CH:4][C:5]([NH:8][C:9]([C:11]2[N:12]([C:17]3[CH:18]=[CH:19][C:20]([CH3:23])=[CH:21][CH:22]=3)[C:13]([S:16][CH2:25][C:26]3[NH:30][C:29]4[CH:31]=[CH:32][CH:33]=[CH:34][C:28]=4[N:27]=3)=[N:14][CH:15]=2)=[O:10])=[CH:6][CH:7]=1, predict the reactants needed to synthesize it. The reactants are: [F:1][C:2]1[CH:7]=[CH:6][C:5]([NH:8][C:9]([C:11]2[N:12]([C:17]3[CH:22]=[CH:21][C:20]([CH3:23])=[CH:19][CH:18]=3)[C:13]([SH:16])=[N:14][CH:15]=2)=[O:10])=[CH:4][CH:3]=1.Cl[CH2:25][C:26]1[NH:27][C:28]2[CH:34]=[CH:33][CH:32]=[CH:31][C:29]=2[N:30]=1.C(=O)([O-])[O-].[K+].[K+].